This data is from Catalyst prediction with 721,799 reactions and 888 catalyst types from USPTO. The task is: Predict which catalyst facilitates the given reaction. (1) Reactant: [C:1]([O:5][C:6]([N:8]1[CH2:12][C@H:11](O)[CH2:10][C@H:9]1[CH2:14][O:15][Si:16]([C:29]([CH3:32])([CH3:31])[CH3:30])([C:23]1[CH:28]=[CH:27][CH:26]=[CH:25][CH:24]=1)[C:17]1[CH:22]=[CH:21][CH:20]=[CH:19][CH:18]=1)=[O:7])([CH3:4])([CH3:3])[CH3:2].C1C=CC(P(C2C=CC=CC=2)C2C=CC=CC=2)=CC=1.C(Br)(Br)(Br)[Br:53].CCCCCC. Product: [Br:53][C@@H:11]1[CH2:12][N:8]([C:6]([O:5][C:1]([CH3:4])([CH3:3])[CH3:2])=[O:7])[C@H:9]([CH2:14][O:15][Si:16]([C:29]([CH3:32])([CH3:31])[CH3:30])([C:23]2[CH:28]=[CH:27][CH:26]=[CH:25][CH:24]=2)[C:17]2[CH:22]=[CH:21][CH:20]=[CH:19][CH:18]=2)[CH2:10]1. The catalyst class is: 1. (2) Reactant: [F:1][C:2]1[CH:7]=[CH:6][C:5]([C:8]([F:11])([F:10])[F:9])=[CH:4][C:3]=1[N:12]=[C:13]=[O:14].[NH2:15][C:16]1[S:17][C:18]([Br:21])=[CH:19][N:20]=1. Product: [Br:21][C:18]1[S:17][C:16]([NH:15][C:13]([NH:12][C:3]2[CH:4]=[C:5]([C:8]([F:11])([F:10])[F:9])[CH:6]=[CH:7][C:2]=2[F:1])=[O:14])=[N:20][CH:19]=1. The catalyst class is: 2. (3) Reactant: FC(F)(F)C(O)=O.[NH2:8][C:9]12[CH2:16][CH2:15][C:12]([C:17]([O:19][CH2:20][CH3:21])=[O:18])([CH2:13][CH2:14]1)[CH2:11][CH2:10]2.C(=O)([O-])[O-].[K+].[K+].[I-].[K+].[F:30][C@@H:31]1[CH2:35][N:34]([C:36](=[O:48])[CH2:37]OS(C2C=CC=CC=2)(=O)=O)[C@H:33]([C:49]#[N:50])[CH2:32]1. Product: [CH2:20]([O:19][C:17]([C:12]12[CH2:11][CH2:10][C:9]([NH:8][CH2:37][C:36]([N:34]3[CH2:35][CH:31]([F:30])[CH2:32][CH:33]3[C:49]#[N:50])=[O:48])([CH2:16][CH2:15]1)[CH2:14][CH2:13]2)=[O:18])[CH3:21]. The catalyst class is: 35. (4) Reactant: Br[C:2]1[C:3]([CH3:24])=[C:4]([N:8]2[N:17]=[CH:16][C:15]3[C:10](=[C:11]([F:22])[CH:12]=[C:13]([C:18]([CH3:21])([CH3:20])[CH3:19])[CH:14]=3)[C:9]2=[O:23])[CH:5]=[CH:6][CH:7]=1.[B:25]1([B:25]2[O:29][C:28]([CH3:31])([CH3:30])[C:27]([CH3:33])([CH3:32])[O:26]2)[O:29][C:28]([CH3:31])([CH3:30])[C:27]([CH3:33])([CH3:32])[O:26]1.CC(C1C=C(C(C)C)C(C2C=CC=CC=2P(C2CCCCC2)C2CCCCC2)=C(C(C)C)C=1)C.CC([O-])=O.[K+]. Product: [C:18]([C:13]1[CH:14]=[C:15]2[C:10](=[C:11]([F:22])[CH:12]=1)[C:9](=[O:23])[N:8]([C:4]1[CH:5]=[CH:6][CH:7]=[C:2]([B:25]3[O:29][C:28]([CH3:31])([CH3:30])[C:27]([CH3:33])([CH3:32])[O:26]3)[C:3]=1[CH3:24])[N:17]=[CH:16]2)([CH3:21])([CH3:20])[CH3:19]. The catalyst class is: 231. (5) Product: [Cl:18][CH2:1][C:2]1[CH:3]=[N:4][C:5]([C:8]2[CH:9]=[CH:10][C:11]([S:14]([CH3:17])(=[O:16])=[O:15])=[CH:12][CH:13]=2)=[N:6][CH:7]=1. Reactant: [CH3:1][C:2]1[CH:3]=[N:4][C:5]([C:8]2[CH:13]=[CH:12][C:11]([S:14]([CH3:17])(=[O:16])=[O:15])=[CH:10][CH:9]=2)=[N:6][CH:7]=1.[Cl:18]N1C(=O)CCC1=O.C(OOC(=O)C1C=CC=CC=1)(=O)C1C=CC=CC=1. The catalyst class is: 22. (6) Reactant: N#N.C(OC([NH:13][C@@H:14]1[CH2:19][CH2:18][C@H:17]([CH2:20][OH:21])[CH2:16][CH2:15]1)=O)C1C=CC=CC=1. Product: [NH2:13][C@@H:14]1[CH2:19][CH2:18][C@H:17]([CH2:20][OH:21])[CH2:16][CH2:15]1. The catalyst class is: 19.